From a dataset of NCI-60 drug combinations with 297,098 pairs across 59 cell lines. Regression. Given two drug SMILES strings and cell line genomic features, predict the synergy score measuring deviation from expected non-interaction effect. (1) Drug 1: C1=CC=C(C=C1)NC(=O)CCCCCCC(=O)NO. Drug 2: CC1C(C(CC(O1)OC2CC(CC3=C2C(=C4C(=C3O)C(=O)C5=C(C4=O)C(=CC=C5)OC)O)(C(=O)CO)O)N)O.Cl. Cell line: M14. Synergy scores: CSS=43.2, Synergy_ZIP=-0.548, Synergy_Bliss=5.13, Synergy_Loewe=-4.52, Synergy_HSA=5.17. (2) Drug 1: CCC1=CC2CC(C3=C(CN(C2)C1)C4=CC=CC=C4N3)(C5=C(C=C6C(=C5)C78CCN9C7C(C=CC9)(C(C(C8N6C)(C(=O)OC)O)OC(=O)C)CC)OC)C(=O)OC.C(C(C(=O)O)O)(C(=O)O)O. Drug 2: CC(C)CN1C=NC2=C1C3=CC=CC=C3N=C2N. Cell line: NCIH23. Synergy scores: CSS=41.1, Synergy_ZIP=0.494, Synergy_Bliss=0.709, Synergy_Loewe=-19.5, Synergy_HSA=0.127. (3) Drug 1: C1=CC(=C2C(=C1NCCNCCO)C(=O)C3=C(C=CC(=C3C2=O)O)O)NCCNCCO. Drug 2: C1=C(C(=O)NC(=O)N1)N(CCCl)CCCl. Cell line: UACC-257. Synergy scores: CSS=17.7, Synergy_ZIP=-2.74, Synergy_Bliss=4.74, Synergy_Loewe=1.51, Synergy_HSA=4.58. (4) Drug 1: C1CCC(C1)C(CC#N)N2C=C(C=N2)C3=C4C=CNC4=NC=N3. Drug 2: CC(C1=C(C=CC(=C1Cl)F)Cl)OC2=C(N=CC(=C2)C3=CN(N=C3)C4CCNCC4)N. Cell line: K-562. Synergy scores: CSS=38.3, Synergy_ZIP=0.164, Synergy_Bliss=2.61, Synergy_Loewe=-19.4, Synergy_HSA=0.520. (5) Drug 1: CC=C1C(=O)NC(C(=O)OC2CC(=O)NC(C(=O)NC(CSSCCC=C2)C(=O)N1)C(C)C)C(C)C. Drug 2: CC1=C(N=C(N=C1N)C(CC(=O)N)NCC(C(=O)N)N)C(=O)NC(C(C2=CN=CN2)OC3C(C(C(C(O3)CO)O)O)OC4C(C(C(C(O4)CO)O)OC(=O)N)O)C(=O)NC(C)C(C(C)C(=O)NC(C(C)O)C(=O)NCCC5=NC(=CS5)C6=NC(=CS6)C(=O)NCCC[S+](C)C)O. Cell line: IGROV1. Synergy scores: CSS=39.4, Synergy_ZIP=-0.607, Synergy_Bliss=-1.13, Synergy_Loewe=-1.59, Synergy_HSA=0.975.